From a dataset of Forward reaction prediction with 1.9M reactions from USPTO patents (1976-2016). Predict the product of the given reaction. (1) The product is: [NH:19]1[CH2:20][CH2:21][CH:17]([N:12]2[CH2:13][CH2:14][CH2:15][CH2:16][C:10]3[CH:9]=[C:8]([NH:7][C:6]([C:2]4[S:1][CH:5]=[CH:4][CH:3]=4)=[NH:31])[CH:30]=[CH:29][C:11]2=3)[CH2:18]1. Given the reactants [S:1]1[CH:5]=[CH:4][CH:3]=[C:2]1[C:6](=[NH:31])[NH:7][C:8]1[CH:30]=[CH:29][C:11]2[N:12]([CH:17]3[CH2:21][CH2:20][N:19](C(OC(C)(C)C)=O)[CH2:18]3)[CH2:13][CH2:14][CH2:15][CH2:16][C:10]=2[CH:9]=1.Cl, predict the reaction product. (2) Given the reactants [NH2:1]/[C:2](=[N:30]\[S:31]([C:34]1[C:35]([CH3:47])=[C:36]([CH3:46])[C:37]2[O:41][C:40]([CH3:43])([CH3:42])[CH2:39][C:38]=2[C:44]=1[CH3:45])(=[O:33])=[O:32])/[NH:3][CH2:4][CH2:5][CH2:6][C@H:7]([NH:16][S:17]([C:20]1[CH:29]=[CH:28][C:27]2[C:22](=[CH:23][CH:24]=[CH:25][CH:26]=2)[CH:21]=1)(=[O:19])=[O:18])[C:8](=[O:15])[N:9]1[CH2:14][CH2:13][NH:12][CH2:11][CH2:10]1.CCN(C(C)C)C(C)C.Cl[C:58]([O:60][CH2:61][CH3:62])=[O:59], predict the reaction product. The product is: [CH2:61]([O:60][C:58]([N:12]1[CH2:11][CH2:10][N:9]([C:8](=[O:15])[C@@H:7]([NH:16][S:17]([C:20]2[CH:29]=[CH:28][C:27]3[C:22](=[CH:23][CH:24]=[CH:25][CH:26]=3)[CH:21]=2)(=[O:19])=[O:18])[CH2:6][CH2:5][CH2:4][NH:3]/[C:2](/[NH2:1])=[N:30]/[S:31]([C:34]2[C:35]([CH3:47])=[C:36]([CH3:46])[C:37]3[O:41][C:40]([CH3:43])([CH3:42])[CH2:39][C:38]=3[C:44]=2[CH3:45])(=[O:33])=[O:32])[CH2:14][CH2:13]1)=[O:59])[CH3:62]. (3) Given the reactants [NH2:1][CH2:2][CH2:3][C:4]1[CH:9]=[CH:8][C:7]([C:10]2[N:11]=[C:12]([NH2:15])[S:13][CH:14]=2)=[CH:6][CH:5]=1.O.[OH-].[Na+].[C:19](O[C:19]([O:21][C:22]([CH3:25])([CH3:24])[CH3:23])=[O:20])([O:21][C:22]([CH3:25])([CH3:24])[CH3:23])=[O:20], predict the reaction product. The product is: [NH2:15][C:12]1[S:13][CH:14]=[C:10]([C:7]2[CH:6]=[CH:5][C:4]([CH2:3][CH2:2][NH:1][C:19](=[O:20])[O:21][C:22]([CH3:25])([CH3:24])[CH3:23])=[CH:9][CH:8]=2)[N:11]=1. (4) Given the reactants [C:1]([NH:4][C:5]1[CH:6]=[C:7]([C:11]2[N:16]=[C:15](Br)[CH:14]=[C:13]([N:18]3[CH2:23][CH2:22][O:21][CH2:20][CH2:19]3)[N:12]=2)[CH:8]=[CH:9][CH:10]=1)(=[O:3])[CH3:2].[CH3:24][O:25][C:26]1[N:31]=[CH:30][C:29](B(O)O)=[CH:28][N:27]=1.C(=O)(O)[O-].[Na+], predict the reaction product. The product is: [C:1]([NH:4][C:5]1[CH:6]=[C:7]([C:11]2[N:16]=[C:15]([C:29]3[CH:28]=[N:27][C:26]([O:25][CH3:24])=[N:31][CH:30]=3)[CH:14]=[C:13]([N:18]3[CH2:23][CH2:22][O:21][CH2:20][CH2:19]3)[N:12]=2)[CH:8]=[CH:9][CH:10]=1)(=[O:3])[CH3:2]. (5) Given the reactants Cl[C:2]1[C:12]([C:13]#[N:14])=[CH:11][C:5]([C:6]([O:8][CH2:9][CH3:10])=[O:7])=[C:4]([CH:15]([F:17])[CH3:16])[N:3]=1.[CH2:18]([S:25]([NH:28][C:29]([CH:31]1[CH2:34][NH:33][CH2:32]1)=[O:30])(=[O:27])=[O:26])[C:19]1[CH:24]=[CH:23][CH:22]=[CH:21][CH:20]=1.CCN(C(C)C)C(C)C.C([O-])(O)=O.[Na+], predict the reaction product. The product is: [CH2:18]([S:25]([NH:28][C:29]([CH:31]1[CH2:32][N:33]([C:2]2[C:12]([C:13]#[N:14])=[CH:11][C:5]([C:6]([O:8][CH2:9][CH3:10])=[O:7])=[C:4]([CH:15]([F:17])[CH3:16])[N:3]=2)[CH2:34]1)=[O:30])(=[O:26])=[O:27])[C:19]1[CH:20]=[CH:21][CH:22]=[CH:23][CH:24]=1. (6) The product is: [NH2:18][C:17]1[N:8]([C:5]2[CH:6]=[CH:7][C:2]([CH3:10])=[CH:3][CH:4]=2)[N:9]=[C:15]([C:12]([CH3:20])([CH3:11])[C:13]#[N:14])[CH:16]=1. Given the reactants Cl.[C:2]1([CH3:10])[CH:7]=[CH:6][C:5]([NH:8][NH2:9])=[CH:4][CH:3]=1.[CH3:11][C:12]([CH3:20])([C:15](=O)[CH2:16][C:17]#[N:18])[C:13]#[N:14], predict the reaction product.